This data is from Reaction yield outcomes from USPTO patents with 853,638 reactions. The task is: Predict the reaction yield, written as a fraction of the theoretical maximum amount of product (1.0 means a 100% yield; for example, 0.34 means a 34% yield). The reactants are [C:1]([N:9]1[CH2:14][CH2:13][N:12]([C:15]2[C:16]([C:29]3[CH:34]=[CH:33][C:32]([F:35])=[CH:31][CH:30]=3)=[N:17][C:18]3[C:23]([N:24]=2)=[CH:22][C:21]([C:25]([O:27]C)=[O:26])=[CH:20][CH:19]=3)[CH2:11][CH2:10]1)(=[O:8])[C:2]1[CH:7]=[CH:6][CH:5]=[CH:4][CH:3]=1.[OH-].[Na+]. The catalyst is CO.O. The product is [C:1]([N:9]1[CH2:14][CH2:13][N:12]([C:15]2[C:16]([C:29]3[CH:30]=[CH:31][C:32]([F:35])=[CH:33][CH:34]=3)=[N:17][C:18]3[C:23]([N:24]=2)=[CH:22][C:21]([C:25]([OH:27])=[O:26])=[CH:20][CH:19]=3)[CH2:11][CH2:10]1)(=[O:8])[C:2]1[CH:7]=[CH:6][CH:5]=[CH:4][CH:3]=1. The yield is 0.420.